This data is from Reaction yield outcomes from USPTO patents with 853,638 reactions. The task is: Predict the reaction yield, written as a fraction of the theoretical maximum amount of product (1.0 means a 100% yield; for example, 0.34 means a 34% yield). (1) The reactants are [C:1]([O:5][C:6]([N:8]1[CH2:12][C@@H:11]([CH3:13])[CH2:10][C@H:9]1[C:14]1[NH:15][C:16]([I:20])=[C:17](I)[N:18]=1)=[O:7])([CH3:4])([CH3:3])[CH3:2].IC1NC=NC=1I.[Li+].[Cl-].IC1N=C([C@@H]2C[C@H](C)CN2C(OC(C)(C)C)=O)NC=1I.C[Mg]Cl.C([Mg]Cl)(C)C.[NH4+].[Cl-]. The product is [I:20][C:16]1[NH:15][C:14]([C@@H:9]2[CH2:10][C@H:11]([CH3:13])[CH2:12][N:8]2[C:6]([O:5][C:1]([CH3:2])([CH3:4])[CH3:3])=[O:7])=[N:18][CH:17]=1. The catalyst is C1COCC1.C(OCC)(=O)C.O.CCCCCC. The yield is 0.873. (2) The reactants are C([O-])([O-])=O.[K+].[K+].Br[C:8]1[C:15]([OH:16])=[C:14]([O:17][CH3:18])[CH:13]=[CH:12][C:9]=1[CH:10]=[O:11].[CH:19]([Si:22]([CH:73]([CH3:75])[CH3:74])([CH:70]([CH3:72])[CH3:71])[O:23][C:24]1[CH:29]=[CH:28][C:27](B2OB([C:27]3[CH:28]=[CH:29][C:24]([O:23][Si:22]([CH:19]([CH3:21])[CH3:20])([CH:70]([CH3:72])[CH3:71])[CH:73]([CH3:75])[CH3:74])=[CH:25][CH:26]=3)OB([C:27]3[CH:28]=[CH:29][C:24]([O:23][Si:22]([CH:19]([CH3:21])[CH3:20])([CH:70]([CH3:72])[CH3:71])[CH:73]([CH3:75])[CH3:74])=[CH:25][CH:26]=3)O2)=[CH:26][CH:25]=1)([CH3:21])[CH3:20]. The catalyst is C1C=CC(/C=C/C(/C=C/C2C=CC=CC=2)=O)=CC=1.C1C=CC(/C=C/C(/C=C/C2C=CC=CC=2)=O)=CC=1.C1C=CC(/C=C/C(/C=C/C2C=CC=CC=2)=O)=CC=1.[Pd].[Pd].C1(P(C2CCCCC2)C2CCCCC2)CCCCC1. The product is [OH:16][C:15]1[C:14]([O:17][CH3:18])=[CH:13][CH:12]=[C:9]([CH:10]=[O:11])[C:8]=1[C:27]1[CH:28]=[CH:29][C:24]([O:23][Si:22]([CH:70]([CH3:72])[CH3:71])([CH:73]([CH3:75])[CH3:74])[CH:19]([CH3:20])[CH3:21])=[CH:25][CH:26]=1. The yield is 0.960. (3) The reactants are [F:1][C:2]1[CH:7]=[CH:6][C:5]([F:8])=[CH:4][C:3]=1[C:9](=O)[CH3:10].[NH2:12][C:13]([NH2:15])=[S:14]. No catalyst specified. The product is [NH2:15][C:13]1[S:14][CH:10]=[C:9]([C:3]2[CH:4]=[C:5]([F:8])[CH:6]=[CH:7][C:2]=2[F:1])[N:12]=1. The yield is 0.778. (4) The reactants are [NH2:1][C:2]1[CH:7]=[CH:6][C:5]([C:8]2[C:13]([CH3:14])=[CH:12][CH:11]=[C:10]([C:15]([NH:17][C:18]3[CH:23]=[CH:22][CH:21]=[C:20]([C:24]([F:27])([F:26])[F:25])[CH:19]=3)=[O:16])[CH:9]=2)=[CH:4][CH:3]=1.Cl[C:29]1[C:34]([I:35])=[CH:33][N:32]=[CH:31][N:30]=1.C(O)C.C([O-])([O-])=O.[Na+].[Na+]. No catalyst specified. The product is [I:35][C:34]1[C:29]([NH:1][C:2]2[CH:7]=[CH:6][C:5]([C:8]3[C:13]([CH3:14])=[CH:12][CH:11]=[C:10]([C:15]([NH:17][C:18]4[CH:23]=[CH:22][CH:21]=[C:20]([C:24]([F:25])([F:26])[F:27])[CH:19]=4)=[O:16])[CH:9]=3)=[CH:4][CH:3]=2)=[N:30][CH:31]=[N:32][CH:33]=1. The yield is 0.440. (5) The reactants are [O:1]=[C:2]1[C:10]2[C:5](=[C:6]([C:11]3[CH:16]=[CH:15][C:14]([NH:17][C:18]([NH2:20])=[S:19])=[CH:13][CH:12]=3)[CH:7]=[CH:8][CH:9]=2)[CH2:4][NH:3]1.Br[CH2:22][C:23]([C:25]1[CH:30]=[CH:29][C:28]([O:31][CH3:32])=[CH:27][CH:26]=1)=O. The catalyst is C(O)C. The product is [CH3:32][O:31][C:28]1[CH:29]=[CH:30][C:25]([C:23]2[N:20]=[C:18]([NH:17][C:14]3[CH:13]=[CH:12][C:11]([C:6]4[CH:7]=[CH:8][CH:9]=[C:10]5[C:5]=4[CH2:4][NH:3][C:2]5=[O:1])=[CH:16][CH:15]=3)[S:19][CH:22]=2)=[CH:26][CH:27]=1. The yield is 0.900. (6) The reactants are C1C2C(C[O:15][C:16]([NH:18][CH2:19][C:20]3[N:21]([CH2:47][CH:48]([CH3:50])[CH3:49])[C:22](=[O:46])[C:23]4[C:28]([C:29]=3[C:30]3[CH:35]=[CH:34][CH:33]=[CH:32][CH:31]=3)=[CH:27][C:26]([C:36]3[S:37][CH:38]=[C:39]([C:41]([O:43][CH2:44][CH3:45])=[O:42])[N:40]=3)=[CH:25][CH:24]=4)=[O:17])C3C(=CC=CC=3)C=2C=CC=1.N1CCCC1.O.C(OC(O[C:60]([CH3:63])([CH3:62])[CH3:61])=O)(O[C:60]([CH3:63])([CH3:62])[CH3:61])=O. The catalyst is CN(C)C=O. The product is [C:60]([O:15][C:16]([NH:18][CH2:19][C:20]1[N:21]([CH2:47][CH:48]([CH3:49])[CH3:50])[C:22](=[O:46])[C:23]2[C:28]([C:29]=1[C:30]1[CH:31]=[CH:32][CH:33]=[CH:34][CH:35]=1)=[CH:27][C:26]([C:36]1[S:37][CH:38]=[C:39]([C:41]([O:43][CH2:44][CH3:45])=[O:42])[N:40]=1)=[CH:25][CH:24]=2)=[O:17])([CH3:63])([CH3:62])[CH3:61]. The yield is 0.934. (7) The reactants are [I-].[CH3:2][S+](C)(C)=O.[H-].[Na+].[NH:9]1[C:17]2[C:12](=[CH:13][CH:14]=[C:15](/[CH:18]=[C:19]3/[C:20](=[O:28])[NH:21][C:22]4[C:27]/3=[CH:26][CH:25]=[CH:24][CH:23]=4)[CH:16]=2)[CH:11]=[N:10]1. The catalyst is CN(C=O)C. The product is [NH:9]1[C:17]2[C:12](=[CH:13][CH:14]=[C:15]([C@H:18]3[C@@:19]4([C:27]5[C:22](=[CH:23][CH:24]=[CH:25][CH:26]=5)[NH:21][C:20]4=[O:28])[CH2:2]3)[CH:16]=2)[CH:11]=[N:10]1. The yield is 0.280.